Dataset: Forward reaction prediction with 1.9M reactions from USPTO patents (1976-2016). Task: Predict the product of the given reaction. (1) Given the reactants [C:1]([C:3]1[CH:8]=[CH:7][C:6]([C:9]2[CH:10]=[N:11][N:12]([C:15]3[CH:23]=[CH:22][C:18]([C:19]([OH:21])=O)=[CH:17][N:16]=3)[C:13]=2[OH:14])=[C:5]([CH3:24])[CH:4]=1)#[N:2].[CH3:25][O:26][CH2:27][CH2:28][C:29]1([NH2:32])[CH2:31][CH2:30]1, predict the reaction product. The product is: [C:1]([C:3]1[CH:8]=[CH:7][C:6]([C:9]2[CH:10]=[N:11][N:12]([C:15]3[CH:23]=[CH:22][C:18]([C:19]([NH:32][C:29]4([CH2:28][CH2:27][O:26][CH3:25])[CH2:31][CH2:30]4)=[O:21])=[CH:17][N:16]=3)[C:13]=2[OH:14])=[C:5]([CH3:24])[CH:4]=1)#[N:2]. (2) Given the reactants C1(P(=O)(C2C=CC=CC=2)C2C=CC=CC=2)C=CC=CC=1.FC(F)(F)S(OS(C(F)(F)F)(=O)=O)(=O)=O.C([S:43][C:44]([CH3:76])([CH2:68][CH2:69][N:70]1[CH2:75][CH2:74][O:73][CH2:72][CH2:71]1)[CH2:45][NH:46][C:47]([C:49]1[NH:50][C:51]2[C:56]([CH:57]=1)=[CH:55][CH:54]=[CH:53][C:52]=2[N:58]([CH3:67])[S:59]([C:62]1[S:63][CH:64]=[CH:65][CH:66]=1)(=[O:61])=[O:60])=O)C1C=CC=CC=1.C(=O)([O-])O.[Na+], predict the reaction product. The product is: [CH3:67][N:58]([C:52]1[CH:53]=[CH:54][CH:55]=[C:56]2[C:51]=1[NH:50][C:49]([C:47]1[S:43][C:44]([CH3:76])([CH2:68][CH2:69][N:70]3[CH2:75][CH2:74][O:73][CH2:72][CH2:71]3)[CH2:45][N:46]=1)=[CH:57]2)[S:59]([C:62]1[S:63][CH:64]=[CH:65][CH:66]=1)(=[O:61])=[O:60]. (3) The product is: [NH:35]1[CH:34]=[C:33]([C:2]2[CH:3]=[CH:4][C:5]([NH:8][C:9](=[O:24])[CH2:10][C:11]3[CH:16]=[CH:15][C:14]([C:17]4[CH:22]=[CH:21][N:20]=[C:19]([CH3:23])[CH:18]=4)=[CH:13][CH:12]=3)=[N:6][CH:7]=2)[CH:37]=[N:36]1. Given the reactants I[C:2]1[CH:3]=[CH:4][C:5]([NH:8][C:9](=[O:24])[CH2:10][C:11]2[CH:16]=[CH:15][C:14]([C:17]3[CH:22]=[CH:21][N:20]=[C:19]([CH3:23])[CH:18]=3)=[CH:13][CH:12]=2)=[N:6][CH:7]=1.CC1(C)C(C)(C)OB([C:33]2[CH:34]=[N:35][NH:36][CH:37]=2)O1.C(O)C.C([O-])([O-])=O.[Na+].[Na+], predict the reaction product. (4) Given the reactants C(=O)([O-])[O-].[K+].[K+].C([C@](C(O)=O)(O)[C@](C(=O)C1C=CC=CC=1)(O)C(O)=O)(=O)C1C=CC=CC=1.[CH3:33][C@@H:34]1[NH:39][CH2:38][C@@H:37]([C:40]([O:42][CH3:43])=[O:41])[CH2:36][CH2:35]1, predict the reaction product. The product is: [CH3:33][C@@H:34]1[NH:39][CH2:38][C@@H:37]([C:40]([O:42][CH3:43])=[O:41])[CH2:36][CH2:35]1. (5) Given the reactants [CH:1]1[C:7]([NH2:8])=[N:6][C:4](=[O:5])[N:3]([C@@H:9]2[O:13][C@H:12]([CH2:14][OH:15])[C@@H:11]([OH:16])[C@@H:10]2[OH:17])[CH:2]=1.[ClH:18], predict the reaction product. The product is: [CH:1]1[C:7]([NH2:8])=[N:6][C:4](=[O:5])[N:3]([C@@H:9]2[O:13][C@H:12]([CH2:14][OH:15])[C@@H:11]([OH:16])[C@@H:10]2[OH:17])[CH:2]=1.[ClH:18]. (6) Given the reactants [C:1]([O:4][CH2:5][CH3:6])(=[O:3])[CH3:2].[Li].[Br:8][C:9]1[CH:16]=[CH:15][C:12]([CH:13]=[O:14])=[CH:11][CH:10]=1.[Cl-].[NH4+], predict the reaction product. The product is: [Br:8][C:9]1[CH:16]=[CH:15][C:12]([CH:13]([OH:14])[CH2:2][C:1]([O:4][CH2:5][CH3:6])=[O:3])=[CH:11][CH:10]=1. (7) Given the reactants [Cl:1][C:2]1[CH:7]=[CH:6][CH:5]=[C:4]([N+:8]([O-:10])=[O:9])[C:3]=1Cl.[C:12]([O:16][C:17](=[O:24])[N:18]([CH2:20][CH2:21][CH2:22][NH2:23])[CH3:19])([CH3:15])([CH3:14])[CH3:13].C(N(C(C)C)CC)(C)C, predict the reaction product. The product is: [C:12]([O:16][C:17](=[O:24])[N:18]([CH2:20][CH2:21][CH2:22][NH:23][C:3]1[C:4]([N+:8]([O-:10])=[O:9])=[CH:5][CH:6]=[CH:7][C:2]=1[Cl:1])[CH3:19])([CH3:15])([CH3:13])[CH3:14].